Task: Regression. Given two drug SMILES strings and cell line genomic features, predict the synergy score measuring deviation from expected non-interaction effect.. Dataset: NCI-60 drug combinations with 297,098 pairs across 59 cell lines Drug 1: CCC(=C(C1=CC=CC=C1)C2=CC=C(C=C2)OCCN(C)C)C3=CC=CC=C3.C(C(=O)O)C(CC(=O)O)(C(=O)O)O. Drug 2: C1=NC(=NC(=O)N1C2C(C(C(O2)CO)O)O)N. Cell line: SF-268. Synergy scores: CSS=12.5, Synergy_ZIP=-1.52, Synergy_Bliss=0.247, Synergy_Loewe=-19.1, Synergy_HSA=-4.24.